From a dataset of Kir2.1 potassium channel HTS with 301,493 compounds. Binary Classification. Given a drug SMILES string, predict its activity (active/inactive) in a high-throughput screening assay against a specified biological target. (1) The molecule is O(\N=C(/N)c1ncccc1)C(=O)Cc1ccc([N+]([O-])=O)cc1. The result is 0 (inactive). (2) The drug is O(C1C(N(C)C)C(O)C(OC1C)OC1C(CC(C(O)C=CC=CCC(OC(=O)CC(OC(=O)CC)C1OC)C)C)CC=O)C1OC(C(OC(=O)CC)C(O)(C1)C)C. The result is 0 (inactive). (3) The result is 0 (inactive). The molecule is S1(=O)(=O)N(C(=O)c2c1cccc2)CC(=O)Nc1nccc(c1)C. (4) The compound is S(c1n(Cc2ccccc2)ccn1)c1c([N+]([O-])=O)cc([N+]([O-])=O)cc1. The result is 1 (active). (5) The drug is Clc1c(NC(=O)CSc2ccc(OC)cc2)cccc1. The result is 0 (inactive).